This data is from Reaction yield outcomes from USPTO patents with 853,638 reactions. The task is: Predict the reaction yield, written as a fraction of the theoretical maximum amount of product (1.0 means a 100% yield; for example, 0.34 means a 34% yield). (1) The reactants are [CH3:1][C:2]1[CH:10]=[C:9]([C:11]2[CH2:15][C:14]([C:20]3[CH:25]=[C:24]([Cl:26])[C:23]([Cl:27])=[C:22]([Cl:28])[CH:21]=3)([C:16]([F:19])([F:18])[F:17])[O:13][N:12]=2)[CH:8]=[CH:7][C:3]=1[C:4]([OH:6])=O.CN(C(ON1N=NC2C=CC=CC1=2)=[N+](C)C)C.F[P-](F)(F)(F)(F)F.CCN(C(C)C)C(C)C.[NH2:62][CH2:63][C:64]1[CH:65]=[C:66]([F:76])[C:67]2[C:71]([CH3:73])([CH3:72])[O:70][B:69]([OH:74])[C:68]=2[CH:75]=1. The catalyst is CN(C=O)C. The product is [F:76][C:66]1[C:67]2[C:71]([CH3:72])([CH3:73])[O:70][B:69]([OH:74])[C:68]=2[CH:75]=[C:64]([CH2:63][NH:62][C:4](=[O:6])[C:3]2[CH:7]=[CH:8][C:9]([C:11]3[CH2:15][C:14]([C:20]4[CH:25]=[C:24]([Cl:26])[C:23]([Cl:27])=[C:22]([Cl:28])[CH:21]=4)([C:16]([F:19])([F:18])[F:17])[O:13][N:12]=3)=[CH:10][C:2]=2[CH3:1])[CH:65]=1. The yield is 0.404. (2) The reactants are [N:1]([O-])=O.[Na+].[CH3:5][C:6]1[C:10]([CH2:11][N:12]2[CH:16]=[C:15]([C:17]([NH:19][NH2:20])=[O:18])[CH:14]=[N:13]2)=[C:9]([CH3:21])[O:8][N:7]=1. The catalyst is C(O)(=O)C. The product is [CH3:5][C:6]1[C:10]([CH2:11][N:12]2[CH:16]=[C:15]([C:17]([N:19]=[N+:20]=[N-:1])=[O:18])[CH:14]=[N:13]2)=[C:9]([CH3:21])[O:8][N:7]=1. The yield is 0.930.